Dataset: M1 muscarinic receptor antagonist screen with 61,756 compounds. Task: Binary Classification. Given a drug SMILES string, predict its activity (active/inactive) in a high-throughput screening assay against a specified biological target. (1) The molecule is S(CC(=O)Nc1c(F)cccc1)c1oc(nn1)c1ccccc1. The result is 0 (inactive). (2) The drug is O=C(N1CCCCC1)COC(=O)c1nonc1N. The result is 0 (inactive). (3) The compound is Clc1ccc(c2nc(n(n2)C(=O)c2occc2)NCc2occc2)cc1. The result is 0 (inactive). (4) The drug is FC(F)(F)c1ccc(OC(CCNC)c2ccccc2)cc1. The result is 0 (inactive). (5) The molecule is O=c1n(CCCC)c(=O)c2c(c3c1cccc3)cccc2. The result is 0 (inactive).